This data is from Reaction yield outcomes from USPTO patents with 853,638 reactions. The task is: Predict the reaction yield, written as a fraction of the theoretical maximum amount of product (1.0 means a 100% yield; for example, 0.34 means a 34% yield). The reactants are F.F.F.C(N(CC)CC)C.C(N(CC)CC)C.[Si]([O:35][CH2:36][C@H:37]1[O:41][C@@H:40]([N:42]2[CH:49]=[C:48]([CH3:50])[C:46](=[O:47])[NH:45][C:43]2=[O:44])[C@H:39]([O:51][CH2:52][CH2:53][O:54][N:55]([CH3:57])[CH3:56])[C@@H:38]1[OH:58])(C(C)(C)C)(C1C=CC=CC=1)C1C=CC=CC=1.CO. The catalyst is C1COCC1.C(Cl)Cl. The product is [CH3:56][N:55]([CH3:57])[O:54][CH2:53][CH2:52][O:51][C@@H:39]1[C@H:38]([OH:58])[C@@H:37]([CH2:36][OH:35])[O:41][C@H:40]1[N:42]1[CH:49]=[C:48]([CH3:50])[C:46](=[O:47])[NH:45][C:43]1=[O:44]. The yield is 0.925.